Dataset: Forward reaction prediction with 1.9M reactions from USPTO patents (1976-2016). Task: Predict the product of the given reaction. (1) Given the reactants [NH2:1][C:2]1[CH:14]=[C:13]2[C:5]([C:6]3[C:11]([CH2:15][CH2:16][CH2:17][CH3:18])([CH2:12]2)[CH2:10][CH2:9][C:8](=[O:19])[C:7]=3[CH3:20])=[CH:4][C:3]=1[F:21].[Br:22]N1C(=O)CCC1=O.O.C([O-])([O-])=O.[K+].[K+], predict the reaction product. The product is: [NH2:1][C:2]1[C:14]([Br:22])=[C:13]2[C:5]([C:6]3[C:11]([CH2:15][CH2:16][CH2:17][CH3:18])([CH2:12]2)[CH2:10][CH2:9][C:8](=[O:19])[C:7]=3[CH3:20])=[CH:4][C:3]=1[F:21]. (2) Given the reactants [C:1]([CH:3]1[CH2:8][CH2:7][N:6]([C:9]([NH:11][C:12]2[CH:17]=[C:16]([CH3:18])[CH:15]=[CH:14][C:13]=2[CH3:19])=[O:10])[CH2:5][CH2:4]1)#[N:2].O.[SH-:21].[Na+].Cl.C(NCC)C, predict the reaction product. The product is: [CH3:19][C:13]1[CH:14]=[CH:15][C:16]([CH3:18])=[CH:17][C:12]=1[NH:11][C:9]([N:6]1[CH2:7][CH2:8][CH:3]([C:1](=[S:21])[NH2:2])[CH2:4][CH2:5]1)=[O:10]. (3) Given the reactants C([N:4]1[C:12]2[C:11](=[O:13])[N:10]([CH2:14][C:15]3([OH:32])[CH2:20][CH2:19][N:18]([C:21](=[O:31])[CH2:22][C@H:23]([C:25]4[CH:30]=[CH:29][CH:28]=[CH:27][CH:26]=4)[CH3:24])[CH2:17][CH2:16]3)[CH:9]=[N:8][C:7]=2[CH:6]=[CH:5]1)C=C.N12CCN(CC1)CC2.C(O)C, predict the reaction product. The product is: [OH:32][C:15]1([CH2:14][N:10]2[C:11](=[O:13])[C:12]3[NH:4][CH:5]=[CH:6][C:7]=3[N:8]=[CH:9]2)[CH2:20][CH2:19][N:18]([C:21](=[O:31])[CH2:22][C@H:23]([C:25]2[CH:26]=[CH:27][CH:28]=[CH:29][CH:30]=2)[CH3:24])[CH2:17][CH2:16]1.